This data is from Tox21: 12 toxicity assays (nuclear receptors and stress response pathways). The task is: Binary classification across 12 toxicity assays. (1) The drug is C=C1CC[C@H](O)C/C1=C/C=C1\CCC[C@@]2(C)[C@H]1CC[C@@H]2[C@H](C)CCCC(C)C. It tested positive (active) for: SR-ARE (Antioxidant Response Element (oxidative stress)), and SR-HSE (Heat Shock Element response). (2) It tested positive (active) for: NR-AhR (Aryl hydrocarbon Receptor agonist activity). The drug is CCOc1cc(-c2nccc3cc(OC)c(OC)cc23)cc(OCC)c1OCC. (3) The drug is CCn1c2ccccc2c2cc([N+](=O)[O-])ccc21. It tested positive (active) for: NR-AR-LBD (Androgen Receptor Ligand Binding Domain agonist), SR-HSE (Heat Shock Element response), and SR-p53 (p53 tumor suppressor activation). (4) The compound is CC(C)Nc1ccc(NC(C)C)c2c1C(=O)c1ccccc1C2=O. It tested positive (active) for: NR-AhR (Aryl hydrocarbon Receptor agonist activity). (5) The molecule is CC(C)=CCC1C(=O)N(c2ccccc2)N(c2ccccc2)C1=O. It tested positive (active) for: NR-AR (Androgen Receptor agonist activity), SR-ARE (Antioxidant Response Element (oxidative stress)), SR-HSE (Heat Shock Element response), and SR-p53 (p53 tumor suppressor activation). (6) The drug is O=C(CCl)CCl. It tested positive (active) for: NR-ER-LBD (Estrogen Receptor Ligand Binding Domain agonist), NR-PPAR-gamma (PPAR-gamma nuclear receptor agonist), SR-ATAD5 (ATAD5 genotoxicity (DNA damage)), and SR-p53 (p53 tumor suppressor activation). (7) The molecule is COC(=O)[C@H]1[C@H]2C[C@@H]3c4[nH]c5ccccc5c4CCN3C[C@H]2C[C@@H](OC(=O)c2cc(OC)c(OC)c(OC)c2)[C@@H]1OC. It tested positive (active) for: NR-AhR (Aryl hydrocarbon Receptor agonist activity), and SR-MMP (Mitochondrial Membrane Potential disruption).